Dataset: Reaction yield outcomes from USPTO patents with 853,638 reactions. Task: Predict the reaction yield, written as a fraction of the theoretical maximum amount of product (1.0 means a 100% yield; for example, 0.34 means a 34% yield). (1) The reactants are [OH-].[Na+].C[O:4][C:5](=[O:31])[CH2:6][CH2:7][C@H:8]([C@@H:10]1[C@:27]2([CH3:28])[C@H:13]([C@H:14]3[C@H:24]([CH2:25][C:26]2=[O:29])[C@:22]2([CH3:23])[C@@H:17]([CH2:18][C@@H:19]([NH2:30])[CH2:20][CH2:21]2)[CH2:16][CH2:15]3)[CH2:12][CH2:11]1)[CH3:9]. The catalyst is CO. The product is [NH2:30][C@H:19]1[CH2:20][CH2:21][C@@:22]2([CH3:23])[C@H:17]([CH2:16][CH2:15][C@@H:14]3[C@@H:24]2[CH2:25][C:26](=[O:29])[C@@:27]2([CH3:28])[C@H:13]3[CH2:12][CH2:11][C@@H:10]2[C@H:8]([CH3:9])[CH2:7][CH2:6][C:5]([OH:31])=[O:4])[CH2:18]1. The yield is 0.880. (2) The reactants are [CH3:1][O:2][C:3]1[CH:4]=[C:5]2[C:10](=[CH:11][C:12]=1[O:13][CH3:14])[N:9]=[CH:8][N:7]=[C:6]2[S:15][C:16]1[CH:17]=[C:18]([CH:20]=[CH:21][CH:22]=1)[NH2:19].[F:23][C:24]([F:45])([F:44])[C:25]([C:28]1[O:32][N:31]=[C:30]([NH:33][C:34](=O)[O:35]C2C=CC(Cl)=CC=2)[CH:29]=1)([CH3:27])[CH3:26].C(OCC)C. The catalyst is C1COCC1.CN(C)C1C=CN=CC=1. The product is [CH3:1][O:2][C:3]1[CH:4]=[C:5]2[C:10](=[CH:11][C:12]=1[O:13][CH3:14])[N:9]=[CH:8][N:7]=[C:6]2[S:15][C:16]1[CH:17]=[C:18]([NH:19][C:34]([NH:33][C:30]2[CH:29]=[C:28]([C:25]([CH3:27])([CH3:26])[C:24]([F:45])([F:44])[F:23])[O:32][N:31]=2)=[O:35])[CH:20]=[CH:21][CH:22]=1. The yield is 0.550. (3) The reactants are CC(OI1(OC(C)=O)(OC(C)=O)OC(=O)C2C1=CC=CC=2)=O.[C:23]12([CH2:33][CH2:34][N:35]([CH2:49][CH2:50][CH2:51][CH2:52][CH3:53])[C:36]([NH:38][CH2:39][CH2:40][CH:41]([OH:48])[C:42]3[CH:47]=[CH:46][N:45]=[CH:44][CH:43]=3)=[O:37])[CH2:32][CH:27]3[CH2:28][CH:29]([CH2:31][CH:25]([CH2:26]3)[CH2:24]1)[CH2:30]2.S([O-])([O-])=O.[Na+].[Na+].C(=O)([O-])O.[Na+]. The catalyst is ClCCl.O.C(OCC)(=O)C. The product is [C:23]12([CH2:33][CH2:34][N:35]([CH2:49][CH2:50][CH2:51][CH2:52][CH3:53])[C:36]([NH:38][CH2:39][CH2:40][C:41](=[O:48])[C:42]3[CH:47]=[CH:46][N:45]=[CH:44][CH:43]=3)=[O:37])[CH2:30][CH:29]3[CH2:28][CH:27]([CH2:26][CH:25]([CH2:31]3)[CH2:24]1)[CH2:32]2. The yield is 0.878. (4) The reactants are Cl.O.[NH:3]1[CH2:8][CH2:7][C:6](=[O:9])[CH2:5][CH2:4]1.[C:10](=[O:13])([O-])[O-:11].[K+].[K+].S([C:20]1[CH:26]=[CH:25]C(C)=[CH:22][CH:21]=1)([O-])(=O)=O.[I-].[Na+]. The catalyst is C(#N)C. The product is [O:11]1[CH2:22][CH2:21][CH:20]([CH2:26][CH2:25][N:3]2[CH2:8][CH2:7][C:6](=[O:9])[CH2:5][CH2:4]2)[O:13][CH2:10]1. The yield is 0.980.